This data is from Full USPTO retrosynthesis dataset with 1.9M reactions from patents (1976-2016). The task is: Predict the reactants needed to synthesize the given product. (1) Given the product [CH2:2]([N:4]1[C:9]2[N:10]=[C:11]([NH:15][C:16]3[CH:21]=[CH:20][C:19]([N:22]4[CH2:23][CH2:24][NH:25][CH2:26][CH2:27]4)=[CH:18][CH:17]=3)[N:12]=[C:13]([CH3:14])[C:8]=2[CH:7]=[C:6]([C:35]2[S:36][CH:37]=[CH:38][N:39]=2)[C:5]1=[O:40])[CH3:3], predict the reactants needed to synthesize it. The reactants are: Cl.[CH2:2]([N:4]1[C:9]2[N:10]=[C:11]([NH:15][C:16]3[CH:21]=[CH:20][C:19]([N:22]4[CH2:27][CH2:26][N:25](C(OC(C)(C)C)=O)[CH2:24][CH2:23]4)=[CH:18][CH:17]=3)[N:12]=[C:13]([CH3:14])[C:8]=2[CH:7]=[C:6]([C:35]2[S:36][CH:37]=[CH:38][N:39]=2)[C:5]1=[O:40])[CH3:3]. (2) Given the product [OH:21][C:3]1[C:4]([C:12]([NH:14][CH2:15][C:16]([O:18][CH2:19][CH3:20])=[O:17])=[O:13])=[C:5]2[C:10](=[CH:11][C:2]=1[C:25]1[S:26][CH:27]=[C:23]([CH3:22])[N:24]=1)[N:9]=[CH:8][CH:7]=[N:6]2, predict the reactants needed to synthesize it. The reactants are: Br[C:2]1[CH:11]=[C:10]2[C:5]([N:6]=[CH:7][CH:8]=[N:9]2)=[C:4]([C:12]([NH:14][CH2:15][C:16]([O:18][CH2:19][CH3:20])=[O:17])=[O:13])[C:3]=1[OH:21].[CH3:22][C:23]1[N:24]=[C:25]([Sn](CCCC)(CCCC)CCCC)[S:26][CH:27]=1. (3) Given the product [C:21]1([CH:7]([C:1]2[CH:6]=[CH:5][CH:4]=[CH:3][CH:2]=2)[N:8]2[CH:13]=[CH:12][C:11]([O:14][CH3:15])=[C:10]([C:16]([OH:18])=[O:17])[C:9]2=[O:20])[CH:22]=[CH:23][CH:24]=[CH:25][CH:26]=1, predict the reactants needed to synthesize it. The reactants are: [C:1]1([CH:7]([C:21]2[CH:26]=[CH:25][CH:24]=[CH:23][CH:22]=2)[N:8]2[CH:13]=[CH:12][C:11]([O:14][CH3:15])=[C:10]([C:16]([O:18]C)=[O:17])[C:9]2=[O:20])[CH:6]=[CH:5][CH:4]=[CH:3][CH:2]=1.